Dataset: Forward reaction prediction with 1.9M reactions from USPTO patents (1976-2016). Task: Predict the product of the given reaction. The product is: [NH2:1][C:2]1[C:11]([CH3:12])=[CH:10][C:9]([Cl:13])=[CH:8][C:3]=1[C:4]([NH:6][CH3:7])=[O:5]. Given the reactants [NH2:1][C:2]1[C:11]([CH3:12])=[CH:10][CH:9]=[CH:8][C:3]=1[C:4]([NH:6][CH3:7])=[O:5].[ClH:13].OO.S([O-])([O-])=O.[Na+].[Na+].[OH-].[Na+], predict the reaction product.